This data is from Reaction yield outcomes from USPTO patents with 853,638 reactions. The task is: Predict the reaction yield, written as a fraction of the theoretical maximum amount of product (1.0 means a 100% yield; for example, 0.34 means a 34% yield). The reactants are C([O:8][C:9]1[CH:10]=[CH:11][C:12]([C:15]2[N:19]([C:20]3[CH:25]=[CH:24][CH:23]=[CH:22][CH:21]=3)[N:18]=[C:17]([C:26]([O:28][CH2:29][CH3:30])=[O:27])[CH:16]=2)=[N:13][CH:14]=1)C1C=CC=CC=1. The catalyst is C(O)C.C(OCC)(=O)C.[Pd]. The product is [OH:8][C:9]1[CH:10]=[CH:11][C:12]([C:15]2[N:19]([C:20]3[CH:25]=[CH:24][CH:23]=[CH:22][CH:21]=3)[N:18]=[C:17]([C:26]([O:28][CH2:29][CH3:30])=[O:27])[CH:16]=2)=[N:13][CH:14]=1. The yield is 0.900.